Dataset: Forward reaction prediction with 1.9M reactions from USPTO patents (1976-2016). Task: Predict the product of the given reaction. (1) Given the reactants C(N(S(F)(F)[F:7])CC)C.[N:10]1[CH:15]=[C:14]([CH:16]([C:18]2[CH:19]=[C:20]3[C:25](=[C:26]([CH:28]=[CH2:29])[CH:27]=2)[N:24]=[CH:23][CH:22]=[CH:21]3)O)[CH:13]=[N:12][CH:11]=1, predict the reaction product. The product is: [F:7][CH:16]([C:14]1[CH:15]=[N:10][CH:11]=[N:12][CH:13]=1)[C:18]1[CH:19]=[C:20]2[C:25](=[C:26]([CH:28]=[CH2:29])[CH:27]=1)[N:24]=[CH:23][CH:22]=[CH:21]2. (2) The product is: [NH2:28][C@@H:16]1[C:15](=[O:36])[N:14]2[CH2:37][C@H:38]([O:40][C:41]3[CH:50]=[N:49][C:48]4[C:43](=[CH:44][CH:45]=[CH:46][CH:47]=4)[N:42]=3)[CH2:39][C@H:13]2[C:12](=[O:51])[NH:11][C@:10]2([C:8]([NH:7][S:4]([CH:1]3[CH2:3][CH2:2]3)(=[O:6])=[O:5])=[O:9])[CH2:25][C@H:24]2[CH2:23][C:22]([F:26])([F:27])[CH2:21][CH2:20][CH2:19][CH2:18][CH2:17]1.[ClH:52]. Given the reactants [CH:1]1([S:4]([NH:7][C:8]([C@@:10]23[CH2:25][C@H:24]2[CH2:23][C:22]([F:27])([F:26])[CH2:21][CH2:20][CH2:19][CH2:18][CH2:17][C@H:16]([NH:28]C(=O)OC(C)(C)C)[C:15](=[O:36])[N:14]2[CH2:37][C@H:38]([O:40][C:41]4[CH:50]=[N:49][C:48]5[C:43](=[CH:44][CH:45]=[CH:46][CH:47]=5)[N:42]=4)[CH2:39][C@H:13]2[C:12](=[O:51])[NH:11]3)=[O:9])(=[O:6])=[O:5])[CH2:3][CH2:2]1.[ClH:52], predict the reaction product. (3) Given the reactants I[C:2]1[C:7]2=[N:8][S:9][N:10]=[C:6]2[CH:5]=[CH:4][CH:3]=1.[CH3:11][N:12]([CH3:22])[C:13]1[CH:18]=[CH:17][C:16](B(O)O)=[CH:15][CH:14]=1, predict the reaction product. The product is: [N:10]1[S:9][N:8]=[C:7]2[C:2]([C:16]3[CH:17]=[CH:18][C:13]([N:12]([CH3:22])[CH3:11])=[CH:14][CH:15]=3)=[CH:3][CH:4]=[CH:5][C:6]=12. (4) Given the reactants [C:1]([C:4]1[C:22](=[O:23])[C@@:8]2([CH3:24])[C:9]3[C:15]([OH:16])=[CH:14][C:13]([O:17][CH3:18])=[C:12]([C:19]([NH2:21])=[O:20])[C:10]=3[O:11][C:7]2=[CH:6][C:5]=1[OH:25])(=[O:3])[CH3:2].[Cl:26][C:27]1[CH:32]=[C:31]([Cl:33])[CH:30]=[CH:29][C:28]=1[S:34]([NH:37][C:38]1[CH:45]=[CH:44][C:41]([CH:42]=O)=[CH:40][CH:39]=1)(=[O:36])=[O:35].C([SiH](CC)CC)C.FC(F)(F)C(O)=O, predict the reaction product. The product is: [C:1]([C:4]1[C:22](=[O:23])[C@@:8]2([CH3:24])[C:9]3[C:15]([OH:16])=[CH:14][C:13]([O:17][CH3:18])=[C:12]([C:19]([NH:21][CH2:42][C:41]4[CH:44]=[CH:45][C:38]([NH:37][S:34]([C:28]5[CH:29]=[CH:30][C:31]([Cl:33])=[CH:32][C:27]=5[Cl:26])(=[O:36])=[O:35])=[CH:39][CH:40]=4)=[O:20])[C:10]=3[O:11][C:7]2=[CH:6][C:5]=1[OH:25])(=[O:3])[CH3:2]. (5) Given the reactants [F:1][C:2]1[CH:34]=[CH:33][C:5]([CH2:6][N:7]2[C:16](=[O:17])[C:15]([C:18]3[NH:23][C:22]4[S:24][CH:25]=[C:26]([CH2:27]O)[C:21]=4[S:20](=[O:30])(=[O:29])[N:19]=3)=[C:14]([OH:31])[C@H:13]3[C@@H:8]2[C@H:9]2[CH2:32][C@@H:12]3[CH2:11][CH2:10]2)=[CH:4][CH:3]=1.N12CCCN=C1CCCCC2.C1(P([N:60]=[N+:61]=[N-:62])(C2C=CC=CC=2)=O)C=CC=CC=1, predict the reaction product. The product is: [N:60]([CH2:27][C:26]1[C:21]2[S:20](=[O:29])(=[O:30])[N:19]=[C:18]([C:15]3[C:16](=[O:17])[N:7]([CH2:6][C:5]4[CH:33]=[CH:34][C:2]([F:1])=[CH:3][CH:4]=4)[C@@H:8]4[C@H:13]([C:14]=3[OH:31])[C@@H:12]3[CH2:32][C@H:9]4[CH2:10][CH2:11]3)[NH:23][C:22]=2[S:24][CH:25]=1)=[N+:61]=[N-:62]. (6) Given the reactants [Br:1][C:2]1[CH:3]=[CH:4][C:5]([F:16])=[C:6]([C@@:8]2([CH3:15])[NH:13][C:12](=O)[CH2:11][O:10][CH2:9]2)[CH:7]=1.F[B-](F)(F)F.C[O+](C)C.[Cl-].[NH4+:27], predict the reaction product. The product is: [Br:1][C:2]1[CH:3]=[CH:4][C:5]([F:16])=[C:6]([C@:8]2([CH3:15])[CH2:9][O:10][CH2:11][C:12]([NH2:27])=[N:13]2)[CH:7]=1. (7) Given the reactants [OH:1][C:2]1[CH:3]=[C:4]2[C:9](=[CH:10][C:11]=1[OH:12])[CH2:8][NH:7][C@H:6]([C:13]([OH:15])=[O:14])[CH2:5]2.Cl.[CH3:17]O, predict the reaction product. The product is: [CH3:17][O:14][C:13]([C@@H:6]1[CH2:5][C:4]2[C:9](=[CH:10][C:11]([OH:12])=[C:2]([OH:1])[CH:3]=2)[CH2:8][NH:7]1)=[O:15].